Dataset: Reaction yield outcomes from USPTO patents with 853,638 reactions. Task: Predict the reaction yield, written as a fraction of the theoretical maximum amount of product (1.0 means a 100% yield; for example, 0.34 means a 34% yield). (1) The reactants are [CH3:1][C:2]([C:4]1[CH:9]=[CH:8][C:7]([Cl:10])=[C:6]([Cl:11])[CH:5]=1)=[O:3].C(O)(=O)C.O.[C:17]([OH:21])(=[O:20])[CH:18]=[O:19]. The catalyst is O. The product is [Cl:11][C:6]1[CH:5]=[C:4]([C:2](=[O:3])[CH2:1][CH:18]([OH:19])[C:17]([OH:21])=[O:20])[CH:9]=[CH:8][C:7]=1[Cl:10]. The yield is 0.380. (2) The reactants are Cl[C:2]1[CH:7]=[CH:6][N:5]=[C:4]2[NH:8][CH:9]=[CH:10][C:3]=12.[CH3:11][C:12]1([CH3:28])[C:16]([CH3:18])([CH3:17])[O:15][B:14]([B:14]2[O:15][C:16]([CH3:18])([CH3:17])[C:12]([CH3:28])([CH3:11])[O:13]2)[O:13]1.C1(C2C=CC=CC=2)C=CC=CC=1P(C1CCCCC1)C1CCCCC1.C([O-])(=O)C.[K+]. The catalyst is COCCOC.C1C=CC(/C=C/C(/C=C/C2C=CC=CC=2)=O)=CC=1.C1C=CC(/C=C/C(/C=C/C2C=CC=CC=2)=O)=CC=1.C1C=CC(/C=C/C(/C=C/C2C=CC=CC=2)=O)=CC=1.[Pd].[Pd]. The product is [CH3:11][C:12]1([CH3:28])[C:16]([CH3:18])([CH3:17])[O:15][B:14]([C:2]2[CH:7]=[CH:6][N:5]=[C:4]3[NH:8][CH:9]=[CH:10][C:3]=23)[O:13]1. The yield is 0.280. (3) The reactants are CO[Na].[CH:4]1([C:7](=[O:9])[CH3:8])[CH2:6][CH2:5]1.[C:10](OCC)(=[O:12])[CH3:11]. The catalyst is C1COCC1. The product is [CH:4]1([C:7](=[O:9])[CH2:8][C:10](=[O:12])[CH3:11])[CH2:6][CH2:5]1. The yield is 0.690. (4) The reactants are C[O:2][C:3](=[O:23])[CH:4]([NH:15]C(OC(C)(C)C)=O)[CH2:5][C:6]1[CH:11]=[C:10]([Br:12])[C:9]([OH:13])=[C:8]([Br:14])[CH:7]=1.[CH3:24][C:25]1[CH:26]=[C:27]([CH:30]=[C:31]([CH3:33])[CH:32]=1)[CH2:28]Br. No catalyst specified. The product is [NH2:15][CH:4]([CH2:5][C:6]1[CH:7]=[C:8]([Br:14])[C:9]([O:13][CH2:24][C:25]2[CH:26]=[C:27]([CH3:28])[CH:30]=[C:31]([CH3:33])[CH:32]=2)=[C:10]([Br:12])[CH:11]=1)[C:3]([OH:2])=[O:23]. The yield is 0.350. (5) The reactants are [CH3:1][CH:2]([CH3:26])[CH2:3][O:4][C:5]1[CH:6]=[C:7]([N:14]2[CH2:19][CH2:18][CH:17]([N:20]3[CH2:25][CH2:24][CH2:23][CH2:22][CH2:21]3)[CH2:16][CH2:15]2)[CH:8]=[CH:9][C:10]=1[N+:11]([O-])=O. The catalyst is [Ni].CCOC(C)=O. The product is [N:20]1([CH:17]2[CH2:18][CH2:19][N:14]([C:7]3[CH:8]=[CH:9][C:10]([NH2:11])=[C:5]([O:4][CH2:3][CH:2]([CH3:26])[CH3:1])[CH:6]=3)[CH2:15][CH2:16]2)[CH2:25][CH2:24][CH2:23][CH2:22][CH2:21]1. The yield is 0.390. (6) The reactants are Cl[C:2]1[N:7]=[C:6]([C:8]2[N:12]3[CH:13]=[CH:14][CH:15]=[CH:16][C:11]3=[N:10][C:9]=2[C:17]2[CH:18]=[CH:19][C:20]([O:34][CH3:35])=[C:21]([CH:33]=2)[C:22]([NH:24][C:25]2[C:30]([F:31])=[CH:29][CH:28]=[CH:27][C:26]=2[F:32])=[O:23])[CH:5]=[CH:4][N:3]=1.[CH3:36][C:37]1[C:38]([N:46]2[CH2:51][CH2:50][CH:49]([N:52]3[CH2:57][CH2:56][N:55]([S:58]([CH3:61])(=[O:60])=[O:59])[CH2:54][CH2:53]3)[CH2:48][CH2:47]2)=[CH:39][C:40]([O:44][CH3:45])=[C:41]([CH:43]=1)[NH2:42].C1(C)C=CC(S(O)(=O)=O)=CC=1. The catalyst is CC(O)C. The product is [F:32][C:26]1[CH:27]=[CH:28][CH:29]=[C:30]([F:31])[C:25]=1[NH:24][C:22](=[O:23])[C:21]1[CH:33]=[C:17]([C:9]2[N:10]=[C:11]3[CH:16]=[CH:15][CH:14]=[CH:13][N:12]3[C:8]=2[C:6]2[CH:5]=[CH:4][N:3]=[C:2]([NH:42][C:41]3[CH:43]=[C:37]([CH3:36])[C:38]([N:46]4[CH2:51][CH2:50][CH:49]([N:52]5[CH2:53][CH2:54][N:55]([S:58]([CH3:61])(=[O:60])=[O:59])[CH2:56][CH2:57]5)[CH2:48][CH2:47]4)=[CH:39][C:40]=3[O:44][CH3:45])[N:7]=2)[CH:18]=[CH:19][C:20]=1[O:34][CH3:35]. The yield is 0.300. (7) The reactants are [F:1][C:2]1[CH:7]=[CH:6][C:5]([C@H:8]2[CH2:13][C@H:12]([OH:14])[CH2:11][CH2:10][N:9]2C(OC(C)(C)C)=O)=[CH:4][CH:3]=1.FC(F)(F)C(O)=O.ClCCl.FC(F)(F)C(O)=O. The catalyst is ClCCl. The product is [F:1][C:2]1[CH:7]=[CH:6][C:5]([C@H:8]2[CH2:13][C@H:12]([OH:14])[CH2:11][CH2:10][NH:9]2)=[CH:4][CH:3]=1. The yield is 0.990.